Dataset: Full USPTO retrosynthesis dataset with 1.9M reactions from patents (1976-2016). Task: Predict the reactants needed to synthesize the given product. (1) The reactants are: B(Br)(Br)Br.[Cl:5][C:6]1[C:12]([O:13]C)=[CH:11][C:9]([NH2:10])=[CH:8][C:7]=1[O:15][CH3:16]. Given the product [NH2:10][C:9]1[CH:8]=[C:7]([O:15][CH3:16])[C:6]([Cl:5])=[C:12]([OH:13])[CH:11]=1, predict the reactants needed to synthesize it. (2) Given the product [N:15]1([C:18]([O:20][CH2:21][C:22]2[CH:23]=[CH:24][CH:25]=[CH:26][CH:27]=2)=[O:19])[CH2:16][CH2:17][C:12]2([C:3]3[CH:2]=[N:30][NH:29][C:4]=3[C:5]3[CH:6]=[CH:7][CH:8]=[CH:9][C:10]=3[O:11]2)[CH2:13][CH2:14]1, predict the reactants needed to synthesize it. The reactants are: O[CH:2]=[C:3]1[C:12]2([CH2:17][CH2:16][N:15]([C:18]([O:20][CH2:21][C:22]3[CH:27]=[CH:26][CH:25]=[CH:24][CH:23]=3)=[O:19])[CH2:14][CH2:13]2)[O:11][C:10]2[C:5](=[CH:6][CH:7]=[CH:8][CH:9]=2)[C:4]1=O.[NH2:29][NH2:30]. (3) Given the product [N:33]1[CH:34]=[CH:35][CH:36]=[C:31]([C:28]2[CH:29]=[C:30]3[C:22]([N:3]4[CH2:4][CH2:5][C:6]5([CH2:7][CH2:8][NH:9][CH2:10][CH2:11]5)[C:2]4=[O:1])=[N:23][NH:24][C:25]3=[CH:26][N:27]=2)[CH:32]=1, predict the reactants needed to synthesize it. The reactants are: [O:1]=[C:2]1[C:6]2([CH2:11][CH2:10][N:9](C(OCC3C=CC=CC=3)=O)[CH2:8][CH2:7]2)[CH2:5][CH2:4][N:3]1[C:22]1[C:30]2[C:25](=[CH:26][N:27]=[C:28]([C:31]3[CH:32]=[N:33][CH:34]=[CH:35][CH:36]=3)[CH:29]=2)[N:24](COCC[Si](C)(C)C)[N:23]=1. (4) Given the product [CH:50]1[C:51]2[C:46](=[CH:45][CH:44]=[C:43]([O:1][CH2:2][CH2:3][O:4][C:5]3[C:6]([N:10]4[CH2:15][CH2:14][N:13]([C:16]([O:18][C:19]([CH3:22])([CH3:21])[CH3:20])=[O:17])[CH2:12][CH2:11]4)=[N:7][S:8][N:9]=3)[CH:52]=2)[CH:47]=[CH:48][N:49]=1, predict the reactants needed to synthesize it. The reactants are: [OH:1][CH2:2][CH2:3][O:4][C:5]1[C:6]([N:10]2[CH2:15][CH2:14][N:13]([C:16]([O:18][C:19]([CH3:22])([CH3:21])[CH3:20])=[O:17])[CH2:12][CH2:11]2)=[N:7][S:8][N:9]=1.C1(P(C2C=CC=CC=2)C2C=CC=CC=2)C=CC=CC=1.O[C:43]1[CH:52]=[C:51]2[C:46]([CH:47]=[CH:48][N:49]=[CH:50]2)=[CH:45][CH:44]=1.N(C(OCC)=O)=NC(OCC)=O. (5) Given the product [Cl:1][C:2]1[CH:3]=[C:4]([C:9]2[S:10][CH:11]=[C:12]([CH:15]=[N:18][NH:17][C:19]([NH:21][C:22]3[CH:30]=[CH:29][C:25]([C:26]([OH:28])=[O:27])=[CH:24][CH:23]=3)=[S:20])[C:13]=2[OH:14])[CH:5]=[CH:6][C:7]=1[Cl:8], predict the reactants needed to synthesize it. The reactants are: [Cl:1][C:2]1[CH:3]=[C:4]([C:9]2[S:10][CH:11]=[C:12]([CH:15]=O)[C:13]=2[OH:14])[CH:5]=[CH:6][C:7]=1[Cl:8].[NH:17]([C:19]([NH:21][C:22]1[CH:30]=[CH:29][C:25]([C:26]([OH:28])=[O:27])=[CH:24][CH:23]=1)=[S:20])[NH2:18].CN(C)C=O.Cl.